Regression. Given a target protein amino acid sequence and a drug SMILES string, predict the binding affinity score between them. We predict pIC50 (pIC50 = -log10(IC50 in M); higher means more potent). Dataset: bindingdb_ic50. From a dataset of Drug-target binding data from BindingDB using IC50 measurements. The small molecule is OC[C@H]1N[C@H](CO)[C@@H](O)[C@@H](O)[C@H]1O. The target protein (Q8BVW0) has sequence MEAAEKEEISVEDEAVDKTIFKDCGKIAFYRRQKQQLTKTTTYQALLGSVDTEQDSTRFQIISEATKIPLVAEVYGIEKDIFRLKINEETPLKPRLVCSGDTGSLILTNRKGDLKCHVSANPFKIDLLSKNEAVISINSLGQLYFEHLQVPHKQRATKGNGQNTPAATSQENQEDLGLWEEKFGKFVDVKANGPSSVGLDFSLHGFEHLYGIPQHAESHQLKNTRDGDAYRLYNLDVYGYQVHDKMGIYGSVPYLLAHKQGRTVGIFWLNASETLVEINTEPAVEYTLTQMGPAAAKPKVRCRTDVHWMSESGIIDVFLLTGPTPADVFKQYSYITGTQAMPPLFSLGYHQCRWNYEDEQDVKAVDAGFDEHDIPYDVMWLDIEHTEDKKYFTWDKKRFANPKRMQELLRSKKRKLVVISDPHIKVDPDYTVYAQAKEQGFFVKNPEGGDFEGVCWPGLSSYLDFTNPKVREWYSSLFAFPVYQGSTDILFLWNDMNEPS.... The pIC50 is 4.3.